This data is from Full USPTO retrosynthesis dataset with 1.9M reactions from patents (1976-2016). The task is: Predict the reactants needed to synthesize the given product. (1) Given the product [CH3:12][C:9]1([CH3:13])[O:8][C:6]2[N:7]=[C:2]([C:29]3[CH:30]=[C:25]([NH:24][S:21]([CH3:20])(=[O:22])=[O:23])[CH:26]=[CH:27][CH:28]=3)[N:3]=[C:4]([N:14]3[CH2:19][CH2:18][O:17][CH2:16][CH2:15]3)[C:5]=2[O:11][CH2:10]1, predict the reactants needed to synthesize it. The reactants are: Cl[C:2]1[N:3]=[C:4]([N:14]2[CH2:19][CH2:18][O:17][CH2:16][CH2:15]2)[C:5]2[O:11][CH2:10][C:9]([CH3:13])([CH3:12])[O:8][C:6]=2[N:7]=1.[CH3:20][S:21]([NH:24][C:25]1[CH:26]=[C:27](B(O)O)[CH:28]=[CH:29][CH:30]=1)(=[O:23])=[O:22].C(=O)([O-])[O-].[Na+].[Na+]. (2) Given the product [C:34]([O:33][C:32]([NH:31][C@H:26]1[CH2:27][CH2:28][CH2:29][CH2:30][C@H:25]1[NH:24][C:10]1[N:9]=[C:8]([C:5]2[CH:4]=[N:3][N:2]([CH3:1])[C:6]=2[CH3:7])[C:13]([C:14]([O:16][CH2:17][CH3:18])=[O:15])=[C:12]([CH3:19])[N:11]=1)=[O:38])([CH3:37])([CH3:35])[CH3:36], predict the reactants needed to synthesize it. The reactants are: [CH3:1][N:2]1[C:6]([CH3:7])=[C:5]([C:8]2[C:13]([C:14]([O:16][CH2:17][CH3:18])=[O:15])=[C:12]([CH3:19])[N:11]=[C:10](S(C)(=O)=O)[N:9]=2)[CH:4]=[N:3]1.[NH2:24][C@@H:25]1[CH2:30][CH2:29][CH2:28][CH2:27][C@@H:26]1[NH:31][C:32](=[O:38])[O:33][C:34]([CH3:37])([CH3:36])[CH3:35].CCN(CC)CC. (3) Given the product [Br:1][C:2]1[CH:3]=[N:4][N:5]([CH:7]2[CH2:9][CH2:8]2)[CH:6]=1, predict the reactants needed to synthesize it. The reactants are: [Br:1][C:2]1[CH:3]=[N:4][NH:5][CH:6]=1.[CH:7]1(B(O)O)[CH2:9][CH2:8]1.N1C=CC=CC=1C1C=CC=CN=1.C(=O)([O-])[O-].[Na+].[Na+].[NH4+].[Cl-]. (4) Given the product [CH2:4]([C@@H:3]1[NH:6][C:7](=[O:13])[C:15]([F:22])([F:21])[C@@H:1]1[OH:2])[CH3:5], predict the reactants needed to synthesize it. The reactants are: [CH:1]([C@@H:3]([NH:6][C:7](=[O:13])OC(C)(C)C)[CH2:4][CH3:5])=[O:2].Br[C:15]([F:22])([F:21])C(OCC)=O.S([O-])(O)(=O)=O.[K+]. (5) Given the product [S:1]1[CH:5]=[CH:4][CH:3]=[C:2]1[CH2:6][C:7]([O:9][CH3:14])=[O:8], predict the reactants needed to synthesize it. The reactants are: [S:1]1[CH:5]=[CH:4][CH:3]=[C:2]1[CH2:6][C:7]([OH:9])=[O:8].S(Cl)(Cl)=O.[CH3:14]O.